From a dataset of Catalyst prediction with 721,799 reactions and 888 catalyst types from USPTO. Predict which catalyst facilitates the given reaction. (1) Reactant: Cl[C:2]1[CH:7]=[CH:6][C:5]([N+:8]([O-:10])=[O:9])=[CH:4][N:3]=1.[N:11]1[CH:16]=[CH:15][CH:14]=[CH:13][C:12]=1[CH2:17][CH2:18][NH2:19].O. Product: [N+:8]([C:5]1[CH:6]=[CH:7][C:2]([NH:19][CH2:18][CH2:17][C:12]2[CH:13]=[CH:14][CH:15]=[CH:16][N:11]=2)=[N:3][CH:4]=1)([O-:10])=[O:9]. The catalyst class is: 7. (2) Reactant: [Br:1][C:2]1[CH:7]=[CH:6][C:5]([N:8]2[CH2:13][CH2:12][CH:11]([OH:14])[CH2:10][CH2:9]2)=[CH:4][CH:3]=1.[H-].[Na+].[CH3:17][N:18]([CH3:22])[C:19](Cl)=[O:20]. Product: [CH3:17][N:18]([CH3:22])[C:19](=[O:20])[O:14][CH:11]1[CH2:10][CH2:9][N:8]([C:5]2[CH:6]=[CH:7][C:2]([Br:1])=[CH:3][CH:4]=2)[CH2:13][CH2:12]1. The catalyst class is: 7. (3) Reactant: [OH-].[Na+].[NH2:3][C@H:4]([C:8]([OH:10])=[O:9])[CH:5]([CH3:7])[CH3:6].[NH:11]1[C:15]([C:16]2[CH:21]=[CH:20][CH:19]=[CH:18][C:17]=2[C:22]2[CH:27]=[CH:26][C:25]([CH:28]=O)=[CH:24][CH:23]=2)=[N:14][N:13]=[N:12]1.[BH4-].[Na+].Cl. Product: [CH3:6][CH:5]([CH3:7])[C@H:4]([NH:3][CH2:28][C:25]1[CH:26]=[CH:27][C:22]([C:17]2[CH:18]=[CH:19][CH:20]=[CH:21][C:16]=2[C:15]2[NH:11][N:12]=[N:13][N:14]=2)=[CH:23][CH:24]=1)[C:8]([OH:10])=[O:9]. The catalyst class is: 72.